Dataset: Reaction yield outcomes from USPTO patents with 853,638 reactions. Task: Predict the reaction yield, written as a fraction of the theoretical maximum amount of product (1.0 means a 100% yield; for example, 0.34 means a 34% yield). (1) The reactants are [F:1][C:2]1[CH:7]=[C:6]([O:8][C:9]2[CH:14]=[CH:13][CH:12]=[CH:11][CH:10]=2)[CH:5]=[CH:4][C:3]=1[C:15]1[C:23]2[C:18](=[N:19][CH:20]=[N:21][C:22]=2[NH2:24])[N:17]([CH2:25][C@H:26]2[CH2:30][CH2:29][CH2:28][NH:27]2)[N:16]=1.[C:31]([CH2:33][C:34](O)=[O:35])#[N:32].CN(C(ON1N=NC2C=CC=NC1=2)=[N+](C)C)C.F[P-](F)(F)(F)(F)F.C(N(CC)CC)C. The catalyst is O.CN(C)C=O. The product is [NH2:24][C:22]1[N:21]=[CH:20][N:19]=[C:18]2[N:17]([CH2:25][C@H:26]3[CH2:30][CH2:29][CH2:28][N:27]3[C:34](=[O:35])[CH2:33][C:31]#[N:32])[N:16]=[C:15]([C:3]3[CH:4]=[CH:5][C:6]([O:8][C:9]4[CH:10]=[CH:11][CH:12]=[CH:13][CH:14]=4)=[CH:7][C:2]=3[F:1])[C:23]=12. The yield is 0.620. (2) The reactants are [CH3:1][C:2]1[O:6][C:5]([C:7]2[CH:12]=[CH:11][CH:10]=[CH:9][CH:8]=2)=[N:4][C:3]=1[CH2:13][CH2:14][O:15][C:16]1[N:21]=[CH:20][C:19]([CH2:22][O:23][C:24]2[CH:29]=[CH:28][CH:27]=[CH:26][C:25]=2[CH2:30][C:31]([O:33]C)=[O:32])=[CH:18][CH:17]=1.O1CCCC1.[OH-].[Na+].Cl. The catalyst is O.CO. The product is [CH3:1][C:2]1[O:6][C:5]([C:7]2[CH:8]=[CH:9][CH:10]=[CH:11][CH:12]=2)=[N:4][C:3]=1[CH2:13][CH2:14][O:15][C:16]1[N:21]=[CH:20][C:19]([CH2:22][O:23][C:24]2[CH:29]=[CH:28][CH:27]=[CH:26][C:25]=2[CH2:30][C:31]([OH:33])=[O:32])=[CH:18][CH:17]=1. The yield is 0.860.